From a dataset of CYP2D6 inhibition data for predicting drug metabolism from PubChem BioAssay. Regression/Classification. Given a drug SMILES string, predict its absorption, distribution, metabolism, or excretion properties. Task type varies by dataset: regression for continuous measurements (e.g., permeability, clearance, half-life) or binary classification for categorical outcomes (e.g., BBB penetration, CYP inhibition). Dataset: cyp2d6_veith. (1) The result is 1 (inhibitor). The compound is CCC12C=CCN3CCC4(c5cc(Br)c(OC)cc5N(C)C4C(O)(C(=O)OC)C1OC(C)=O)C32. (2) The compound is O=C(Nc1cccc(Br)c1)/C(=C\c1cccnc1)NC(=O)c1ccco1. The result is 0 (non-inhibitor). (3) The molecule is COc1cc(OC)c(C(=O)CCCCN2CCC3(CC2)NC(=O)NC3=O)cc1NS(=O)(=O)c1ccc(C(F)(F)F)cc1. The result is 0 (non-inhibitor). (4) The drug is Cc1cnc(CNc2ncnc3ccc(-c4ccccc4CN(C)C)cc23)cn1. The result is 1 (inhibitor). (5) The molecule is CCOC(=O)c1[nH]c(C)c(C(=O)N2CCc3ccccc32)c1C. The result is 0 (non-inhibitor).